Dataset: Reaction yield outcomes from USPTO patents with 853,638 reactions. Task: Predict the reaction yield, written as a fraction of the theoretical maximum amount of product (1.0 means a 100% yield; for example, 0.34 means a 34% yield). (1) The reactants are FC1[CH:3]=[C:4]2[C:8](=CC=1)[NH:7][C:6](=[O:11])[CH2:5]2.C[C:13]1(C)[C:17](C(O)=O)=[CH:16][NH:15][CH:14]1/[CH:21]=[C:22]1\[C:23](=[O:32])[NH:24][C:25]2[C:30]\1=[CH:29][C:28]([F:31])=[CH:27][CH:26]=2.CN(C([O:41]N1N=NC2C=CC=NC1=2)=[N+](C)C)C.F[P-](F)(F)(F)(F)F.[CH3:58][CH2:59][N:60](C(C)C)[CH:61]([CH3:63])[CH3:62]. The catalyst is CN(C=O)C.C(Cl)(Cl)Cl. The product is [CH3:5][CH:4]1[CH:8]([N:60]2[CH:61]([CH3:63])[CH2:62][O:41][CH2:58][CH2:59]2)[N:7]([C:6](/[C:21](/[C:14]2[NH:15][CH:16]=[CH:17][CH:13]=2)=[C:22]2\[C:23](=[O:32])[NH:24][C:25]3[C:30]\2=[CH:29][C:28]([F:31])=[CH:27][CH:26]=3)=[O:11])[CH2:3]1. The yield is 0.920. (2) The reactants are C[O:2][C:3]([C:5]1[C:13]2[N:12]=[C:11]([NH:14][C:15]([C:17]3[N:18]=[CH:19][C:20]4[C:25]([CH:26]=3)=[CH:24][CH:23]=[CH:22][CH:21]=4)=[O:16])[N:10]([CH2:27][C:28]3[CH:33]=[CH:32][CH:31]=[CH:30][CH:29]=3)[C:9]=2[CH:8]=[CH:7][CH:6]=1)=[O:4].CO.[Li+].[OH-]. The catalyst is C1COCC1. The product is [CH2:27]([N:10]1[C:9]2[CH:8]=[CH:7][CH:6]=[C:5]([C:3]([OH:4])=[O:2])[C:13]=2[N:12]=[C:11]1[NH:14][C:15]([C:17]1[N:18]=[CH:19][C:20]2[C:25]([CH:26]=1)=[CH:24][CH:23]=[CH:22][CH:21]=2)=[O:16])[C:28]1[CH:29]=[CH:30][CH:31]=[CH:32][CH:33]=1. The yield is 1.00. (3) The reactants are [OH:1][C:2]1[CH:6]=[C:5]([C:7]([O:9][CH3:10])=[O:8])[N:4]([C:11]2[CH:16]=[CH:15][CH:14]=[CH:13][CH:12]=2)[N:3]=1.Cl[CH2:18][C:19]1[CH:38]=[CH:37][C:22]([O:23][CH2:24][C:25]2[N:26]=[C:27]([C:31]3[CH:36]=[CH:35][CH:34]=[CH:33][CH:32]=3)[O:28][C:29]=2[CH3:30])=[C:21]([O:39][CH3:40])[CH:20]=1.C(=O)([O-])[O-].[K+].[K+].Cl. The catalyst is CN(C)C=O. The product is [CH3:40][O:39][C:21]1[CH:20]=[C:19]([CH:38]=[CH:37][C:22]=1[O:23][CH2:24][C:25]1[N:26]=[C:27]([C:31]2[CH:36]=[CH:35][CH:34]=[CH:33][CH:32]=2)[O:28][C:29]=1[CH3:30])[CH2:18][O:1][C:2]1[CH:6]=[C:5]([C:7]([O:9][CH3:10])=[O:8])[N:4]([C:11]2[CH:16]=[CH:15][CH:14]=[CH:13][CH:12]=2)[N:3]=1. The yield is 0.930. (4) The reactants are [C:1]([C:5]1[C:13]2[C:8](=[CH:9][CH:10]=[C:11]([N+:14]([O-])=O)[CH:12]=2)[NH:7][CH:6]=1)([CH3:4])([CH3:3])[CH3:2]. The catalyst is CO.[Ni]. The product is [C:1]([C:5]1[C:13]2[C:8](=[CH:9][CH:10]=[C:11]([NH2:14])[CH:12]=2)[NH:7][CH:6]=1)([CH3:4])([CH3:2])[CH3:3]. The yield is 0.190.